The task is: Predict the reactants needed to synthesize the given product.. This data is from Full USPTO retrosynthesis dataset with 1.9M reactions from patents (1976-2016). (1) Given the product [C:11]1([S:17]([C:2]2[CH:6]=[C:5]([Cl:7])[S:4][C:3]=2[CH:8]=[O:9])(=[O:19])=[O:18])[CH:16]=[CH:15][CH:14]=[CH:13][CH:12]=1, predict the reactants needed to synthesize it. The reactants are: Cl[C:2]1[CH:6]=[C:5]([Cl:7])[S:4][C:3]=1[CH:8]=[O:9].[Na+].[C:11]1([S:17]([O-:19])=[O:18])[CH:16]=[CH:15][CH:14]=[CH:13][CH:12]=1. (2) Given the product [Cl:23][C:24]1[CH:29]=[C:28]([Cl:30])[CH:27]=[CH:26][C:25]=1[CH2:31][N:22]1[C:6]2[CH:7]=[C:8]([C:11]3[CH:12]=[C:13]([CH:14]=[CH:15][CH:16]=3)[C:17]([O:19][CH2:20][CH3:21])=[O:18])[CH:9]=[CH:10][C:5]=2[N:4]=[C:1]1[CH3:2], predict the reactants needed to synthesize it. The reactants are: [C:1]([NH:4][C:5]1[CH:10]=[CH:9][C:8]([C:11]2[CH:16]=[CH:15][CH:14]=[C:13]([C:17]([O:19][CH2:20][CH3:21])=[O:18])[CH:12]=2)=[CH:7][C:6]=1[NH2:22])(=O)[CH3:2].[Cl:23][C:24]1[CH:29]=[C:28]([Cl:30])[CH:27]=[CH:26][C:25]=1[CH2:31]Cl. (3) Given the product [O:1]1[C:5]2[CH:6]=[CH:7][C:8]([C:10]3([C:13]([NH:15][C:16]4[CH:21]=[CH:20][C:19]([CH:22]([O:31][CH2:35][CH2:34][N:33]([CH3:37])[CH3:32])[C:23]5[CH:28]=[CH:27][CH:26]=[CH:25][C:24]=5[O:29][CH3:30])=[CH:18][N:17]=4)=[O:14])[CH2:12][CH2:11]3)=[CH:9][C:4]=2[O:3][CH2:2]1, predict the reactants needed to synthesize it. The reactants are: [O:1]1[C:5]2[CH:6]=[CH:7][C:8]([C:10]3([C:13]([NH:15][C:16]4[CH:21]=[CH:20][C:19]([CH:22]([OH:31])[C:23]5[CH:28]=[CH:27][CH:26]=[CH:25][C:24]=5[O:29][CH3:30])=[CH:18][N:17]=4)=[O:14])[CH2:12][CH2:11]3)=[CH:9][C:4]=2[O:3][CH2:2]1.[CH3:32][N:33]([CH3:37])[CH2:34][CH2:35]O.O1C2C=CC(C3(C(NC4C=CC(C(OCC(O)C)C5C=CC=CC=5OC)=CN=4)=O)CC3)=CC=2OC1. (4) Given the product [NH4+:4].[OH-:35].[CH3:1][C:2]1[C:3]([CH2:9][N:10]([CH2:17][C:18]2[C:23]([C:24]([C:27]3[CH:32]=[CH:31][C:30]([F:33])=[CH:29][CH:28]=3)([CH3:26])[CH3:25])=[CH:22][CH:21]=[CH:20][N:19]=2)[CH:11]2[CH2:12][CH2:13][N:14]([C:34]([N:36]3[CH:40]=[CH:39][N:38]=[CH:37]3)=[O:35])[CH2:15][CH2:16]2)=[N:4][CH:5]=[C:6]([CH3:8])[CH:7]=1, predict the reactants needed to synthesize it. The reactants are: [CH3:1][C:2]1[C:3]([CH2:9][N:10]([CH2:17][C:18]2[C:23]([C:24]([C:27]3[CH:32]=[CH:31][C:30]([F:33])=[CH:29][CH:28]=3)([CH3:26])[CH3:25])=[CH:22][CH:21]=[CH:20][N:19]=2)[CH:11]2[CH2:16][CH2:15][NH:14][CH2:13][CH2:12]2)=[N:4][CH:5]=[C:6]([CH3:8])[CH:7]=1.[C:34](N1C=CN=C1)([N:36]1[CH:40]=[CH:39][N:38]=[CH:37]1)=[O:35].C(NC(C)C)(C)C.NO.Cl. (5) Given the product [O:1]=[C:2]([C:25]1[O:26][C:27]([C:30]2[CH:35]=[CH:34][CH:33]=[CH:32][N:31]=2)=[CH:28][N:29]=1)[CH2:3][CH2:4][C:5]1[CH:10]=[CH:9][C:8]([NH:11][C:19]2[CH:24]=[CH:23][CH:22]=[CH:21][CH:20]=2)=[CH:7][CH:6]=1, predict the reactants needed to synthesize it. The reactants are: [O:1]=[C:2]([C:25]1[O:26][C:27]([C:30]2[CH:35]=[CH:34][CH:33]=[CH:32][N:31]=2)=[CH:28][N:29]=1)[CH2:3][CH2:4][C:5]1[CH:10]=[CH:9][C:8]([N:11]([C:19]2[CH:24]=[CH:23][CH:22]=[CH:21][CH:20]=2)C(=O)OC(C)(C)C)=[CH:7][CH:6]=1.C(O)(C(F)(F)F)=O. (6) The reactants are: [BH4-].[Na+].[Si:3]([O:10][CH2:11][CH2:12][CH2:13][C:14]1[CH:19]=[C:18]([C:20](OC)=[O:21])[N:17]=[C:16]([C:24]([O:26][CH3:27])=[O:25])[CH:15]=1)([C:6]([CH3:9])([CH3:8])[CH3:7])([CH3:5])[CH3:4].Cl. Given the product [Si:3]([O:10][CH2:11][CH2:12][CH2:13][C:14]1[CH:19]=[C:18]([CH2:20][OH:21])[N:17]=[C:16]([C:24]([O:26][CH3:27])=[O:25])[CH:15]=1)([C:6]([CH3:7])([CH3:9])[CH3:8])([CH3:4])[CH3:5], predict the reactants needed to synthesize it.